Task: Predict the reaction yield, written as a fraction of the theoretical maximum amount of product (1.0 means a 100% yield; for example, 0.34 means a 34% yield).. Dataset: Reaction yield outcomes from USPTO patents with 853,638 reactions (1) The reactants are [CH3:1][O:2][C:3]1[CH:12]=[C:11]2[C:6]([CH:7]=[CH:8][C:9](=[O:29])[N:10]2[CH2:13][CH2:14][N:15]2[CH2:20][CH2:19][CH:18]([NH:21]C(=O)OC(C)(C)C)[CH2:17][CH2:16]2)=[CH:5][CH:4]=1.Cl. The catalyst is O1CCOCC1. The product is [NH2:21][CH:18]1[CH2:19][CH2:20][N:15]([CH2:14][CH2:13][N:10]2[C:11]3[C:6](=[CH:5][CH:4]=[C:3]([O:2][CH3:1])[CH:12]=3)[CH:7]=[CH:8][C:9]2=[O:29])[CH2:16][CH2:17]1. The yield is 1.00. (2) The reactants are [C:1]([O:5][C:6]([N:8]1[CH2:12][C@H:11]([O:13][CH2:14][CH2:15][CH3:16])[CH2:10][C@@H:9]1[C@@H:17]([O:40][Si:41]([C:44]([CH3:47])([CH3:46])[CH3:45])([CH3:43])[CH3:42])[C@@H:18]([NH:28][C:29](C1C=C(C=CC=1)C(O)=O)=[O:30])[CH2:19][C:20]1[CH:25]=[C:24]([F:26])[CH:23]=[C:22]([F:27])[CH:21]=1)=[O:7])([CH3:4])([CH3:3])[CH3:2].CCN(C(C)C)C(C)C.CN(C([O:64]N1N=NC2C=CC=NC1=2)=[N+](C)C)C.F[P-](F)(F)(F)(F)F.F[C:82]1[CH:87]=[CH:86][C:85]([CH:88]([NH2:90])C)=[CH:84][CH:83]=1. The catalyst is ClCCl. The product is [Si:41]([O:40][C@H:17]([C@H:9]1[CH2:10][C@@H:11]([O:13][CH2:14][CH2:15][CH3:16])[CH2:12][N:8]1[C:6]([O:5][C:1]([CH3:2])([CH3:4])[CH3:3])=[O:7])[C@@H:18]([NH:28][C:29](=[O:30])[C:83]1[CH:82]=[CH:87][CH:86]=[C:85]([C:88](=[O:64])[NH2:90])[CH:84]=1)[CH2:19][C:20]1[CH:25]=[C:24]([F:26])[CH:23]=[C:22]([F:27])[CH:21]=1)([C:44]([CH3:47])([CH3:45])[CH3:46])([CH3:43])[CH3:42]. The yield is 0.840. (3) The reactants are [Cl:1][C:2]1[C:3](=[O:30])[N:4]([C:19]2[CH:24]=[C:23]([C:25](=O)[C:26]#[CH:27])[CH:22]=[CH:21][C:20]=2[CH3:29])[C:5]([CH3:18])=[N:6][C:7]=1[O:8][CH2:9][C:10]1[CH:15]=[CH:14][CH:13]=[C:12]([O:16][CH3:17])[CH:11]=1.Cl.[OH:32][C:33]([CH3:38])([CH3:37])[C:34]([NH2:36])=[NH:35].C(=O)([O-])[O-].[K+].[K+]. The catalyst is C(#N)C. The product is [Cl:1][C:2]1[C:3](=[O:30])[N:4]([C:19]2[CH:24]=[C:23]([C:25]3[CH:26]=[CH:27][N:36]=[C:34]([C:33]([OH:32])([CH3:38])[CH3:37])[N:35]=3)[CH:22]=[CH:21][C:20]=2[CH3:29])[C:5]([CH3:18])=[N:6][C:7]=1[O:8][CH2:9][C:10]1[CH:15]=[CH:14][CH:13]=[C:12]([O:16][CH3:17])[CH:11]=1. The yield is 0.370. (4) The reactants are C(Cl)(=O)C(Cl)=O.CS(C)=O.[CH2:11]([N:18]([CH2:26][C:27]1[CH:32]=[CH:31][CH:30]=[CH:29][CH:28]=1)[C@@H:19]1[CH2:24][CH2:23][CH2:22][C@H:21]([OH:25])[CH2:20]1)[C:12]1[CH:17]=[CH:16][CH:15]=[CH:14][CH:13]=1. The catalyst is C(Cl)Cl. The product is [CH2:26]([N:18]([CH2:11][C:12]1[CH:17]=[CH:16][CH:15]=[CH:14][CH:13]=1)[C@@H:19]1[CH2:24][CH2:23][CH2:22][C:21](=[O:25])[CH2:20]1)[C:27]1[CH:28]=[CH:29][CH:30]=[CH:31][CH:32]=1. The yield is 0.740.